This data is from Full USPTO retrosynthesis dataset with 1.9M reactions from patents (1976-2016). The task is: Predict the reactants needed to synthesize the given product. (1) Given the product [CH2:10]([O:9][C:7]([C:3]1[NH:4][CH:5]=[C:6]2[CH:27]([C:25]3[O:26][C:22]([S:21][C:19]4[NH:18][C:17]5[C:29]([F:30])=[C:13]([F:12])[CH:14]=[CH:15][C:16]=5[N:20]=4)=[CH:23][CH:24]=3)[C:32]3[C:33](=[O:37])[CH2:34][CH2:35][CH2:36][C:31]=3[NH:1][C:2]=12)=[O:8])[CH3:11], predict the reactants needed to synthesize it. The reactants are: [NH2:1][C:2]1[CH:6]=[CH:5][NH:4][C:3]=1[C:7]([O:9][CH2:10][CH3:11])=[O:8].[F:12][C:13]1[CH:14]=[CH:15][C:16]2[N:20]=[C:19]([S:21][C:22]3[O:26][C:25]([CH:27]=O)=[CH:24][CH:23]=3)[NH:18][C:17]=2[C:29]=1[F:30].[C:31]1(=O)[CH2:36][CH2:35][CH2:34][C:33](=[O:37])[CH2:32]1. (2) Given the product [CH2:17]([O:16][C:14]([C:13]1[N:10]([C:7]2[CH:8]=[CH:9][C:4]([O:3][CH3:2])=[CH:5][CH:6]=2)[N:11]=[C:20]([CH3:21])[CH:19]=1)=[O:15])[CH3:18].[CH2:17]([O:16][C:14]([C:13]1[CH:19]=[C:20]([CH3:21])[N:10]([C:7]2[CH:8]=[CH:9][C:4]([O:3][CH3:2])=[CH:5][CH:6]=2)[N:11]=1)=[O:15])[CH3:18], predict the reactants needed to synthesize it. The reactants are: Cl.[CH3:2][O:3][C:4]1[CH:9]=[CH:8][C:7]([NH:10][NH2:11])=[CH:6][CH:5]=1.O=[C:13]([CH2:19][C:20](=O)[CH3:21])[C:14]([O:16][CH2:17][CH3:18])=[O:15].